Dataset: Reaction yield outcomes from USPTO patents with 853,638 reactions. Task: Predict the reaction yield, written as a fraction of the theoretical maximum amount of product (1.0 means a 100% yield; for example, 0.34 means a 34% yield). (1) The reactants are [C@H:1]12[N:7]([C:8]([O:10][C:11]([CH3:14])([CH3:13])[CH3:12])=[O:9])[C@H:6]1[CH2:5][CH2:4][N:3]([C:15]([O:17][CH2:18][C:19]1[CH:24]=[CH:23][CH:22]=[CH:21][CH:20]=1)=[O:16])[CH2:2]2.[CH:25]1([Mg]Br)[CH2:30][CH2:29][CH2:28][CH2:27][CH2:26]1.C1COCC1.[NH4+].[Cl-]. The catalyst is [Cu]I. The product is [C:11]([O:10][C:8]([NH:7][C@H:1]1[C@H:6]([CH:25]2[CH2:30][CH2:29][CH2:28][CH2:27][CH2:26]2)[CH2:5][CH2:4][N:3]([C:15]([O:17][CH2:18][C:19]2[CH:24]=[CH:23][CH:22]=[CH:21][CH:20]=2)=[O:16])[CH2:2]1)=[O:9])([CH3:14])([CH3:13])[CH3:12].[C:11]([O:10][C:8]([NH:7][C@H:6]1[CH2:5][CH2:4][N:3]([C:15]([O:17][CH2:18][C:19]2[CH:24]=[CH:23][CH:22]=[CH:21][CH:20]=2)=[O:16])[CH2:2][C@@H:1]1[CH:25]1[CH2:30][CH2:29][CH2:28][CH2:27][CH2:26]1)=[O:9])([CH3:14])([CH3:12])[CH3:13]. The yield is 0.230. (2) The reactants are [I:1][C:2]1[CH:10]=[C:9]2[C:5]([CH2:6][CH2:7][CH2:8]2)=[CH:4][C:3]=1[CH2:11]O.C(Br)(Br)(Br)[Br:14].C1(P(C2C=CC=CC=2)C2C=CC=CC=2)C=CC=CC=1. The catalyst is ClCCl. The product is [Br:14][CH2:11][C:3]1[CH:4]=[C:5]2[C:9](=[CH:10][C:2]=1[I:1])[CH2:8][CH2:7][CH2:6]2. The yield is 1.00. (3) The reactants are [Cl:1][C:2]1[N:7]=[C:6]([N:8]2[CH2:13][C@@H:12]3[CH2:14][C@H:9]2[CH2:10][N:11]3[CH3:15])[C:5]([F:16])=[C:4]([NH:17][NH2:18])[N:3]=1.[CH:19]1([CH2:24][C@H:25]([CH2:29][N:30]([CH:39]=[O:40])[O:31][CH2:32][C:33]2[CH:38]=[CH:37][CH:36]=[CH:35][CH:34]=2)[C:26](O)=[O:27])[CH2:23][CH2:22][CH2:21][CH2:20]1.C1C=NC2N(O)N=NC=2C=1.CN1CCOCC1.C(Cl)CCl. The catalyst is CN(C=O)C. The product is [Cl:1][C:2]1[N:3]=[C:4]([NH:17][NH:18][C:26](=[O:27])[C@H:25]([CH2:24][CH:19]2[CH2:20][CH2:21][CH2:22][CH2:23]2)[CH2:29][N:30]([O:31][CH2:32][C:33]2[CH:34]=[CH:35][CH:36]=[CH:37][CH:38]=2)[CH:39]=[O:40])[C:5]([F:16])=[C:6]([N:8]2[CH2:13][C@@H:12]3[CH2:14][C@H:9]2[CH2:10][N:11]3[CH3:15])[N:7]=1. The yield is 0.550. (4) The reactants are CC([O-:5])(C)C.[K+].[CH2:7]1[CH2:11][O:10][CH2:9][CH2:8]1.OCCC[N:16]1[C:24]2[C:19](=[CH:20][CH:21]=[CH:22][CH:23]=2)[C:18]([CH2:25][C:26]([NH2:28])=[O:27])=[CH:17]1.CO[C:31](=O)[C:32]([C:34]1[CH:35]=[CH:36]C=[C:38]2[C:42]=1[N:41](COCC[Si](C)(C)C)[CH:40]=[CH:39]2)=O.Cl. The catalyst is CN(C=O)C.CCOC(C)=O. The product is [OH:10][CH2:9][CH2:8][CH2:7][C:11]1[CH:31]=[C:32]2[C:17]3[C:18](=[C:25]4[C:26](=[O:27])[N:28]=[CH:36][C:35]4=[C:34]2[C:42]2[C:38]=1[CH:39]=[CH:40][N:41]=2)[C:19]1[CH2:20][C:21](=[O:5])[CH:22]=[CH:23][C:24]=1[N:16]=3. The yield is 0.510.